Dataset: Catalyst prediction with 721,799 reactions and 888 catalyst types from USPTO. Task: Predict which catalyst facilitates the given reaction. Reactant: Cl[C:2]1[C:11]([C:12]([OH:14])=[O:13])=[CH:10][C:9]2[C:4](=[C:5]([Cl:16])[CH:6]=[C:7]([Cl:15])[CH:8]=2)[N:3]=1.[NH2:17][C@H:18]([C:27]([OH:29])=[O:28])[CH2:19][C:20]1[CH:25]=[CH:24][C:23]([OH:26])=[CH:22][CH:21]=1. Product: [C:27]([C@@H:18]([NH:17][C:2]1[C:11]([C:12]([OH:14])=[O:13])=[CH:10][C:9]2[C:4](=[C:5]([Cl:16])[CH:6]=[C:7]([Cl:15])[CH:8]=2)[N:3]=1)[CH2:19][C:20]1[CH:25]=[CH:24][C:23]([OH:26])=[CH:22][CH:21]=1)([OH:29])=[O:28]. The catalyst class is: 6.